From a dataset of Reaction yield outcomes from USPTO patents with 853,638 reactions. Predict the reaction yield, written as a fraction of the theoretical maximum amount of product (1.0 means a 100% yield; for example, 0.34 means a 34% yield). The reactants are [CH3:1][C:2]1[NH:6][N:5]=[C:4]([NH2:7])[CH:3]=1.[O:8]1[C:12]2[CH:13]=[CH:14][CH:15]=[CH:16][C:11]=2[CH:10]=[C:9]1[C:17]1[N:22]=[C:21](Cl)[CH:20]=[C:19]([Cl:24])[N:18]=1.C(N(C(C)C)CC)(C)C.[I-].[Na+]. The catalyst is CC(N(C)C)=O.CO. The product is [O:8]1[C:12]2[CH:13]=[CH:14][CH:15]=[CH:16][C:11]=2[CH:10]=[C:9]1[C:17]1[N:22]=[C:21]([NH:7][C:4]2[CH:3]=[C:2]([CH3:1])[NH:6][N:5]=2)[CH:20]=[C:19]([Cl:24])[N:18]=1. The yield is 0.440.